Task: Predict which catalyst facilitates the given reaction.. Dataset: Catalyst prediction with 721,799 reactions and 888 catalyst types from USPTO (1) Reactant: [F:1][C:2]1[CH:24]=[CH:23][C:5]([O:6][C:7]2[CH:8]=[C:9]3[C:13](=[CH:14][C:15]=2[C:16]([NH2:18])=[O:17])[N:12]([CH2:19][CH:20]([CH3:22])[CH3:21])[N:11]=[CH:10]3)=[CH:4][CH:3]=1.C(N1C=CN=C1)(N1C=CN=C1)=O.[N:37]1([CH2:43][CH2:44][CH2:45]N)[CH2:42][CH2:41][O:40][CH2:39][CH2:38]1. Product: [N:37]1([CH2:43][CH2:44][CH2:45][NH:18][C:16]([C:15]2[CH:14]=[C:13]3[C:9]([CH:10]=[N:11][N:12]3[CH2:19][CH:20]([CH3:22])[CH3:21])=[CH:8][C:7]=2[O:6][C:5]2[CH:23]=[CH:24][C:2]([F:1])=[CH:3][CH:4]=2)=[O:17])[CH2:42][CH2:41][O:40][CH2:39][CH2:38]1. The catalyst class is: 1. (2) The catalyst class is: 3. Reactant: [F:1][C:2]1[CH:3]=[C:4]2[C:8](=[CH:9][CH:10]=1)[NH:7][C:6](=[O:11])/[C:5]/2=[CH:12]\[C:13]1[NH:17][C:16]([CH3:18])=[C:15]([C:19]([NH:21][CH:22]2[CH2:27][CH2:26][CH:25]([C:28]([OH:30])=O)[CH2:24][CH2:23]2)=[O:20])[C:14]=1[CH3:31].CN(C(ON1N=NC2C=CC=NC1=2)=[N+](C)C)C.F[P-](F)(F)(F)(F)F.CCN(C(C)C)C(C)C.[NH:65]1[CH2:70][CH2:69][O:68][CH2:67][CH2:66]1. Product: [N:65]1([C:28]([CH:25]2[CH2:24][CH2:23][CH:22]([NH:21][C:19]([C:15]3[C:14]([CH3:31])=[C:13](/[CH:12]=[C:5]4\[C:6](=[O:11])[NH:7][C:8]5[C:4]\4=[CH:3][C:2]([F:1])=[CH:10][CH:9]=5)[NH:17][C:16]=3[CH3:18])=[O:20])[CH2:27][CH2:26]2)=[O:30])[CH2:70][CH2:69][O:68][CH2:67][CH2:66]1. (3) Reactant: [S:1]1[CH:5]=[CH:4][C:3]2[S:6][CH:7]=[CH:8][C:2]1=2.C([Li])CCC.[CH3:14][Sn:15](Cl)([CH3:17])[CH3:16]. Product: [CH3:14][Sn:15]([CH3:17])([CH3:16])[C:5]1[S:1][C:2]2[CH:8]=[C:7]([Sn:15]([CH3:17])([CH3:16])[CH3:14])[S:6][C:3]=2[CH:4]=1. The catalyst class is: 1. (4) Product: [C:3]([C:4]12[CH2:33][CH2:32][C@@H:31]([C:34]([CH3:36])=[CH2:35])[CH:5]1[CH:6]1[C@@:19]([CH3:22])([CH2:20][CH2:21]2)[C@@:18]2([CH3:23])[CH:9]([C@:10]3([CH3:30])[CH:15]([CH2:16][CH2:17]2)[C:14]([CH3:24])([CH3:25])[C@@H:13]([OH:26])[CH2:12][CH2:11]3)[CH2:8][CH2:7]1)#[CH:2]. The catalyst class is: 2. Reactant: Cl/[CH:2]=[CH:3]/[C:4]12[CH2:33][CH2:32][C@@H:31]([C:34]([CH3:36])=[CH2:35])[CH:5]1[CH:6]1[C@@:19]([CH3:22])([CH2:20][CH2:21]2)[C@@:18]2([CH3:23])[CH:9]([C@:10]3([CH3:30])[CH:15]([CH2:16][CH2:17]2)[C:14]([CH3:25])([CH3:24])[C@@H:13]([O:26]C(=O)C)[CH2:12][CH2:11]3)[CH2:8][CH2:7]1.CCN(C(C)C)C(C)C.O(S(C(F)(F)F)(=O)=O)S(C(F)(F)F)(=O)=O. (5) Reactant: [C:1]([N:4]1[C:12]2[C:7](=[CH:8][CH:9]=[CH:10][CH:11]=2)[CH2:6][C:5]1=[O:13])(=[O:3])[CH3:2].O[CH2:15][C:16]1[O:20][C:19]([CH:21]=[O:22])=[CH:18][CH:17]=1.N1CCCCC1. Product: [OH:22][CH2:21][C:19]1[O:20][C:16]([CH:15]=[C:6]2[C:7]3[C:12](=[CH:11][CH:10]=[CH:9][CH:8]=3)[N:4]([C:1](=[O:3])[CH3:2])[C:5]2=[O:13])=[CH:17][CH:18]=1. The catalyst class is: 8. (6) Reactant: [Si:1]([O:8][C@@H:9]1[C@H:13]([O:14][Si:15]([C:18]([CH3:21])([CH3:20])[CH3:19])([CH3:17])[CH3:16])[C:12](=[CH2:22])[O:11][C@H:10]1[N:23]1[CH:31]=[N:30][C:29]2[C:24]1=[N:25][CH:26]=[N:27][C:28]=2[NH2:32])([C:4]([CH3:7])([CH3:6])[CH3:5])([CH3:3])[CH3:2].[CH3:33][CH2:34][O:35][P:36]([O:40][CH2:41][CH3:42])([CH2:38][OH:39])=[O:37].C1(C)C=CC(S([O-])(=O)=O)=CC=1.[NH+]1C=CC=CC=1. Product: [NH2:32][C:28]1[N:27]=[CH:26][N:25]=[C:24]2[C:29]=1[N:30]=[CH:31][N:23]2[C@@H:10]1[O:11][C@:12]([CH3:22])([O:39][CH2:38][P:36](=[O:37])([O:40][CH2:41][CH3:42])[O:35][CH2:34][CH3:33])[C@@H:13]([O:14][Si:15]([C:18]([CH3:19])([CH3:20])[CH3:21])([CH3:17])[CH3:16])[C@H:9]1[O:8][Si:1]([C:4]([CH3:6])([CH3:7])[CH3:5])([CH3:3])[CH3:2]. The catalyst class is: 68.